From a dataset of Forward reaction prediction with 1.9M reactions from USPTO patents (1976-2016). Predict the product of the given reaction. The product is: [Cl:1][C:2]1[CH:3]=[CH:4][C:5]([C:8]2[CH:9]=[C:10]([NH:20][C:28]([C:27]3[CH:26]=[CH:25][N:24]=[CH:23][C:22]=3[CH3:21])=[O:29])[CH:11]=[N:12][C:13]=2[O:14][CH2:15][C:16]([F:17])([F:18])[F:19])=[CH:6][CH:7]=1. Given the reactants [Cl:1][C:2]1[CH:7]=[CH:6][C:5]([C:8]2[CH:9]=[C:10]([NH2:20])[CH:11]=[N:12][C:13]=2[O:14][CH2:15][C:16]([F:19])([F:18])[F:17])=[CH:4][CH:3]=1.[CH3:21][C:22]1[CH:23]=[N:24][CH:25]=[CH:26][C:27]=1[C:28](O)=[O:29], predict the reaction product.